Dataset: Forward reaction prediction with 1.9M reactions from USPTO patents (1976-2016). Task: Predict the product of the given reaction. (1) Given the reactants N1[CH2:5][CH2:4]CC1.[OH2:6].[C:7]1(C)[CH:12]=[CH:11][C:10]([S:13](O)(=O)=O)=[CH:9][CH:8]=1.[S].[N:19]#[C:20][NH2:21].C[OH:23], predict the reaction product. The product is: [NH2:19][C:20]1[S:13][C:10]2[CH2:9][C:8]3([O:23][CH2:5][CH2:4][O:6]3)[CH2:7][CH2:12][C:11]=2[N:21]=1. (2) Given the reactants [ClH:1].[OH:2][CH2:3][C@@H:4]1[CH2:13][CH2:12][C:11]2[C:6](=[CH:7][CH:8]=[CH:9][CH:10]=2)[N:5]1C(OC(C)(C)C)=O, predict the reaction product. The product is: [ClH:1].[NH:5]1[C:6]2[C:11](=[CH:10][CH:9]=[CH:8][CH:7]=2)[CH2:12][CH2:13][C@H:4]1[CH2:3][OH:2].